Dataset: Full USPTO retrosynthesis dataset with 1.9M reactions from patents (1976-2016). Task: Predict the reactants needed to synthesize the given product. (1) Given the product [Br:1][C:2]1[C:3]2[N:4]([CH:10]=[CH:9][CH:8]=2)[CH:5]=[N:6][CH:7]=1, predict the reactants needed to synthesize it. The reactants are: [Br:1][C:2]1[C:3]([CH2:8][CH2:9][CH:10]=O)=[N:4][CH:5]=[N:6][CH:7]=1.CC[N+](S(N=C(OC)[O-])(=O)=O)(CC)CC. (2) Given the product [CH2:1]([C:8]1[CH:9]=[CH:10][C:11]2[S:15][C:14]([C:16]3[CH:23]=[CH:22][C:19]([CH2:20][N:29]4[CH2:30][C:27]([OH:26])([C:31]([O:33][CH3:34])=[O:32])[CH2:28]4)=[CH:18][C:17]=3[F:24])=[N:13][C:12]=2[CH:25]=1)[C:2]1[CH:3]=[CH:4][CH:5]=[CH:6][CH:7]=1, predict the reactants needed to synthesize it. The reactants are: [CH2:1]([C:8]1[CH:9]=[CH:10][C:11]2[S:15][C:14]([C:16]3[CH:23]=[CH:22][C:19]([CH:20]=O)=[CH:18][C:17]=3[F:24])=[N:13][C:12]=2[CH:25]=1)[C:2]1[CH:7]=[CH:6][CH:5]=[CH:4][CH:3]=1.[OH:26][C:27]1([C:31]([O:33][CH3:34])=[O:32])[CH2:30][NH:29][CH2:28]1. (3) The reactants are: [NH2:1][C:2]1[C:7]2[C:8]([C:11]3[CH:16]=[CH:15][C:14]([NH:17][C:18]([C:20]4[N:21]([CH3:29])[C:22]5[C:27]([CH:28]=4)=[CH:26][CH:25]=[CH:24][CH:23]=5)=[O:19])=[C:13]([O:30][CH3:31])[CH:12]=3)=[CH:9][S:10][C:6]=2[C:5](/[CH:32]=[CH:33]/[CH2:34][CH2:35][N:36]2[CH2:41][CH2:40][CH:39]([CH2:42][NH:43]C(=O)OC(C)(C)C)[CH2:38][CH2:37]2)=[CH:4][N:3]=1.CC[NH+](CC)CC.CC[NH+](CC)CC.C([O-])([O-])=O. Given the product [NH2:1][C:2]1[C:7]2[C:8]([C:11]3[CH:16]=[CH:15][C:14]([NH:17][C:18]([C:20]4[N:21]([CH3:29])[C:22]5[C:27]([CH:28]=4)=[CH:26][CH:25]=[CH:24][CH:23]=5)=[O:19])=[C:13]([O:30][CH3:31])[CH:12]=3)=[CH:9][S:10][C:6]=2[C:5](/[CH:32]=[CH:33]/[CH2:34][CH2:35][N:36]2[CH2:37][CH2:38][CH:39]([CH2:42][NH2:43])[CH2:40][CH2:41]2)=[CH:4][N:3]=1, predict the reactants needed to synthesize it. (4) Given the product [CH:26]([C:7]1[CH:6]=[C:5]2[C:10](=[C:9]([C:32]3[CH:31]=[C:30]([CH:36]=[C:21]([C:18]4[CH:19]=[CH:20][C:15]([S:12]([CH3:11])(=[O:13])=[O:14])=[CH:16][CH:17]=4)[C:22]#[N:23])[CH:35]=[CH:34][CH:33]=3)[CH:8]=1)[N:1]=[CH:2][CH:3]=[CH:4]2)([CH3:27])[CH3:25], predict the reactants needed to synthesize it. The reactants are: [N:1]1[C:10]2[C:5](=[CH:6][CH:7]=[CH:8][CH:9]=2)[CH:4]=[CH:3][CH:2]=1.[CH3:11][S:12]([C:15]1[CH:20]=[CH:19][C:18]([CH2:21][C:22]#[N:23])=[CH:17][CH:16]=1)(=[O:14])=[O:13].N1CC[CH2:27][CH2:26][CH2:25]1.[C:30]1([CH3:36])[CH:35]=[CH:34][CH:33]=[CH:32][CH:31]=1.